From a dataset of Forward reaction prediction with 1.9M reactions from USPTO patents (1976-2016). Predict the product of the given reaction. Given the reactants Br[C:2]1[CH:7]=[CH:6][C:5]([CH2:8][NH2:9])=[CH:4][CH:3]=1.[Cl:10][C:11]1[CH:12]=[C:13](B(O)O)[CH:14]=[CH:15][C:16]=1[Cl:17].C([O-])([O-])=O.[Na+].[Na+], predict the reaction product. The product is: [Cl:10][C:11]1[CH:12]=[C:13]([C:2]2[CH:7]=[CH:6][C:5]([CH2:8][NH2:9])=[CH:4][CH:3]=2)[CH:14]=[CH:15][C:16]=1[Cl:17].